This data is from Catalyst prediction with 721,799 reactions and 888 catalyst types from USPTO. The task is: Predict which catalyst facilitates the given reaction. (1) Reactant: [Cl:1][C:2]1[CH:7]=[CH:6][C:5]([NH:8]C(=O)C(F)(F)F)=[C:4]([C:15]2[N:16]=[CH:17][N:18]([C@@H:22]3[C:38]4[CH:39]=[C:34]([CH:35]=[CH:36][N:37]=4)[C:33]4[N:32]([CH3:40])[N:31]=[CH:30][C:29]=4[NH:28][C:27](=[O:41])[C@H:26]([CH3:42])[CH2:25][CH2:24][CH2:23]3)[C:19](=[O:21])[CH:20]=2)[CH:3]=1.Cl. Product: [ClH:1].[NH2:8][C:5]1[CH:6]=[CH:7][C:2]([Cl:1])=[CH:3][C:4]=1[C:15]1[N:16]=[CH:17][N:18]([C@@H:22]2[C:38]3[CH:39]=[C:34]([CH:35]=[CH:36][N:37]=3)[C:33]3[N:32]([CH3:40])[N:31]=[CH:30][C:29]=3[NH:28][C:27](=[O:41])[C@H:26]([CH3:42])[CH2:25][CH2:24][CH2:23]2)[C:19](=[O:21])[CH:20]=1. The catalyst class is: 5. (2) Reactant: [Cl:1][C:2]1[S:6][C:5]([C:7](=O)[C:8]([C:13]2[CH:18]=[CH:17][N:16]=[CH:15][CH:14]=2)=[CH:9][N:10](C)C)=[CH:4][CH:3]=1.O.NN.C([N:25](CC)CC)C. Product: [Cl:1][C:2]1[S:6][C:5]([C:7]2[C:8]([C:13]3[CH:18]=[CH:17][N:16]=[CH:15][CH:14]=3)=[CH:9][NH:10][N:25]=2)=[CH:4][CH:3]=1. The catalyst class is: 8. (3) Reactant: [NH2:1]/[C:2](/[CH3:9])=[CH:3]\[C:4]([O:6][CH2:7][CH3:8])=[O:5].ClC1C=C(Cl)C=C(Cl)C=1[C:19](C1C(Cl)=CC(Cl)=CC=1Cl)([C:23]([O-])=[O:24])[C:20]([O-])=[O:21]. Product: [OH:24][C:23]1[C:3]([C:4]([O:6][CH2:7][CH3:8])=[O:5])=[C:2]([CH3:9])[NH:1][C:20](=[O:21])[CH:19]=1. The catalyst class is: 270. (4) Product: [C:13]([N:8]1[C:9]2[C@@H:2]3[CH2:1][C@@H:3]3[CH2:4][C:5]=2[C:6]([C:10]([OH:12])=[O:11])=[N:7]1)([CH3:16])([CH3:15])[CH3:14]. The catalyst class is: 6. Reactant: [CH2:1]1[C@@H:3]2[CH2:4][C:5]3[C:6]([C:10]([OH:12])=[O:11])=[N:7][NH:8][C:9]=3[C@H:2]12.[C:13](O)([CH3:16])([CH3:15])[CH3:14].C(O)(C(F)(F)F)=O. (5) Reactant: [CH3:1][C:2]1[C:14]([CH3:15])=[CH:13][CH:12]=[CH:11][C:3]=1[CH2:4][C:5]1[C:6]([NH2:10])=[N:7][NH:8][CH:9]=1.O=[C:17]([C:24]1[CH:29]=[CH:28][N:27]=[CH:26][CH:25]=1)[CH2:18][C:19](OCC)=[O:20]. Product: [CH3:1][C:2]1[C:14]([CH3:15])=[CH:13][CH:12]=[CH:11][C:3]=1[CH2:4][C:5]1[CH:9]=[N:8][N:7]2[C:19]([OH:20])=[CH:18][C:17]([C:24]3[CH:29]=[CH:28][N:27]=[CH:26][CH:25]=3)=[N:10][C:6]=12. The catalyst class is: 15. (6) Reactant: [S:1]1[CH2:6][CH2:5][C:4](=O)[CH2:3][CH2:2]1.[CH3:8][O:9][C:10]1[CH:17]=[C:16]([O:18][CH3:19])[CH:15]=[CH:14][C:11]=1[CH2:12][NH2:13].C(O[BH-](OC(=O)C)OC(=O)C)(=O)C.[Na+]. Product: [CH3:8][O:9][C:10]1[CH:17]=[C:16]([O:18][CH3:19])[CH:15]=[CH:14][C:11]=1[CH2:12][NH:13][CH:4]1[CH2:5][CH2:6][S:1][CH2:2][CH2:3]1. The catalyst class is: 68. (7) Reactant: [CH2:1]([N:4]1[C:12](=[O:13])[C:11]2[N:10]([CH2:14][O:15][CH2:16][CH2:17][Si:18]([CH3:21])([CH3:20])[CH3:19])[C:9]([C:22]3[CH:23]=[N:24][NH:25][CH:26]=3)=[N:8][C:7]=2[N:6]([CH2:27][CH2:28][CH3:29])[C:5]1=[O:30])[CH2:2][CH3:3].[CH:31]([C:34]1[CH:39]=[CH:38][C:37]([N:40]2[C:44](=[O:45])[CH2:43][CH:42]([CH2:46]OS(C)(=O)=O)[CH2:41]2)=[CH:36][CH:35]=1)([CH3:33])[CH3:32].C([O-])([O-])=O.[K+].[K+].CN(C=O)C. Product: [CH:31]([C:34]1[CH:39]=[CH:38][C:37]([N:40]2[C:44](=[O:45])[CH2:43][CH:42]([CH2:46][N:25]3[CH:26]=[C:22]([C:9]4[N:10]([CH2:14][O:15][CH2:16][CH2:17][Si:18]([CH3:20])([CH3:21])[CH3:19])[C:11]5[C:12](=[O:13])[N:4]([CH2:1][CH2:2][CH3:3])[C:5](=[O:30])[N:6]([CH2:27][CH2:28][CH3:29])[C:7]=5[N:8]=4)[CH:23]=[N:24]3)[CH2:41]2)=[CH:36][CH:35]=1)([CH3:33])[CH3:32]. The catalyst class is: 6. (8) Reactant: [CH3:1][C@@H:2]1[O:7][C@@H:6]([O:8][C@@H:9]2[C:14]3=[C:15]([OH:32])[C:16]4[C:28](=[O:29])[C:27]5[C:22](=[CH:23][CH:24]=[CH:25][C:26]=5[O:30][CH3:31])[C:20](=[O:21])[C:17]=4[C:18]([OH:19])=[C:13]3[CH2:12][C@@:11]([OH:37])([C:33]([CH2:35][OH:36])=[O:34])[CH2:10]2)[CH2:5][C@H:4]([NH2:38])[C@H:3]1[OH:39].Cl.C(N(C(C)C)CC)(C)C.ClCCCC(Cl)=O.O. Product: [CH3:1][C@@H:2]1[O:7][C@@H:6]([O:8][C@@H:9]2[C:14]3=[C:15]([OH:32])[C:16]4[C:28](=[O:29])[C:27]5[C:22](=[CH:23][CH:24]=[CH:25][C:26]=5[O:30][CH3:31])[C:20](=[O:21])[C:17]=4[C:18]([OH:19])=[C:13]3[CH2:12][C@@:11]([OH:37])([C:33]([CH2:35][OH:36])=[O:34])[CH2:10]2)[CH2:5][C@H:4]([NH2:38])[C@H:3]1[OH:39]. The catalyst class is: 3. (9) Reactant: [C:1]([O:5][C:6]([NH:8][N:9]=[CH:10][CH2:11][C:12]1[O:13][C:14]2[CH:20]=[CH:19][CH:18]=[CH:17][C:15]=2[CH:16]=1)=[O:7])([CH3:4])([CH3:3])[CH3:2].C([BH3-])#N.[Na+].C(O)(=O)C. Product: [C:1]([O:5][C:6]([NH:8][NH:9][CH2:10][CH2:11][C:12]1[O:13][C:14]2[CH:20]=[CH:19][CH:18]=[CH:17][C:15]=2[CH:16]=1)=[O:7])([CH3:4])([CH3:2])[CH3:3]. The catalyst class is: 24.